From a dataset of Forward reaction prediction with 1.9M reactions from USPTO patents (1976-2016). Predict the product of the given reaction. (1) Given the reactants C(OC([N:8]1[CH2:13][CH2:12][N:11]([C:14]2[S:15][CH:16]=[C:17]([C:19]3[CH:24]=[CH:23][C:22]([C:25]([OH:27])=[O:26])=[CH:21][CH:20]=3)[N:18]=2)[CH2:10][CH2:9]1)=O)(C)(C)C, predict the reaction product. The product is: [N:11]1([C:14]2[S:15][CH:16]=[C:17]([C:19]3[CH:20]=[CH:21][C:22]([C:25]([OH:27])=[O:26])=[CH:23][CH:24]=3)[N:18]=2)[CH2:12][CH2:13][NH:8][CH2:9][CH2:10]1. (2) Given the reactants [CH3:1][C:2]1([OH:12])[CH:9]2[CH2:10][CH:5]3[CH2:6][CH:7]([CH2:11][CH:3]1[CH2:4]3)[CH2:8]2.C(N(CC)CC)C.[C:20](Cl)(=[O:24])[C:21]([CH3:23])=[CH2:22], predict the reaction product. The product is: [C:20]([O:12][C:2]1([CH3:1])[CH:3]2[CH2:11][CH:7]3[CH2:6][CH:5]([CH2:10][CH:9]1[CH2:8]3)[CH2:4]2)(=[O:24])[C:21]([CH3:23])=[CH2:22].